From a dataset of Full USPTO retrosynthesis dataset with 1.9M reactions from patents (1976-2016). Predict the reactants needed to synthesize the given product. (1) Given the product [NH2:16][C:15]1([C:14]2[CH:13]=[C:12]([CH2:11][C@@H:10]([NH:9][C:5]3[N:4]=[C:3]([N:2]([CH3:1])[C:21]4[CH:26]=[CH:25][N:24]=[C:23]([C:27]5[CH:32]=[CH:31][CH:30]=[CH:29][CH:28]=5)[N:22]=4)[CH:8]=[CH:7][N:6]=3)[CH3:20])[CH:19]=[CH:18][CH:17]=2)[CH2:34][CH2:33]1, predict the reactants needed to synthesize it. The reactants are: [CH3:1][N:2]([C:21]1[CH:26]=[CH:25][N:24]=[C:23]([C:27]2[CH:32]=[CH:31][CH:30]=[CH:29][CH:28]=2)[N:22]=1)[C:3]1[CH:8]=[CH:7][N:6]=[C:5]([NH:9][C@@H:10]([CH3:20])[CH2:11][C:12]2[CH:13]=[C:14]([CH:17]=[CH:18][CH:19]=2)[C:15]#[N:16])[N:4]=1.[CH3:33][CH2:34][Mg+].[Br-].B(F)(F)F.CCOCC. (2) Given the product [Br:33][C:31]1[CH:30]=[CH:29][C:28]([F:34])=[C:27]([C@:17]([NH:18][C:23](=[O:24])[O:25][C:10]([CH3:11])([CH3:42])[CH3:9])([CH3:26])[CH2:16][N:35]2[CH:39]=[CH:38][N:37]=[C:36]2[C:40]#[N:41])[CH:32]=1, predict the reactants needed to synthesize it. The reactants are: N12[CH2:11][CH2:10][CH2:9]N=C1CCCCC2.C([CH:16]1OS(=O)(=O)[N:18]([C:23]([O-:25])=[O:24])[C@@:17]1([C:27]1[CH:32]=[C:31]([Br:33])[CH:30]=[CH:29][C:28]=1[F:34])[CH3:26])(C)(C)C.[NH:35]1[CH:39]=[CH:38][N:37]=[C:36]1[C:40]#[N:41].[C:42](#N)C. (3) Given the product [CH:19]1([C:7]2[CH:12]=[CH:11][C:10]([N+:13]([O-:15])=[O:14])=[C:9]([F:16])[CH:8]=2)[CH2:21][CH2:20]1, predict the reactants needed to synthesize it. The reactants are: FC(F)(F)S(O[C:7]1[CH:12]=[CH:11][C:10]([N+:13]([O-:15])=[O:14])=[C:9]([F:16])[CH:8]=1)(=O)=O.[CH:19]1(B(O)O)[CH2:21][CH2:20]1.ClCCl.C(=O)([O-])[O-].[Cs+].[Cs+].O. (4) Given the product [CH2:3]([O:7][C:9]1[CH:14]=[C:13]([O:15][CH2:16][C:17]([CH3:21])([CH3:20])[CH2:18][Br:19])[N:12]=[CH:11][N:10]=1)[C:4]#[C:5][CH3:6], predict the reactants needed to synthesize it. The reactants are: [H-].[Na+].[CH2:3]([OH:7])[C:4]#[C:5][CH3:6].Cl[C:9]1[CH:14]=[C:13]([O:15][CH2:16][C:17]([CH3:21])([CH3:20])[CH2:18][Br:19])[N:12]=[CH:11][N:10]=1.[Cl-].[NH4+].